This data is from Catalyst prediction with 721,799 reactions and 888 catalyst types from USPTO. The task is: Predict which catalyst facilitates the given reaction. (1) Reactant: C(OC(=O)[NH:7][C@@H:8]1[CH2:13][CH2:12][CH2:11][O:10][C@H:9]1[CH2:14][N:15]1[CH2:20][CH2:19][CH2:18][C@@H:17]([CH2:21][C:22]2[CH:27]=[CH:26][C:25]([F:28])=[CH:24][CH:23]=2)[CH2:16]1)(C)(C)C.[ClH:30]. Product: [ClH:30].[ClH:30].[F:28][C:25]1[CH:24]=[CH:23][C:22]([CH2:21][C@@H:17]2[CH2:18][CH2:19][CH2:20][N:15]([CH2:14][C@H:9]3[C@H:8]([NH2:7])[CH2:13][CH2:12][CH2:11][O:10]3)[CH2:16]2)=[CH:27][CH:26]=1. The catalyst class is: 12. (2) Reactant: [CH:1]1([NH:4][C:5]2[N:10]3[N:11]=[CH:12][C:13]([CH:14]=O)=[C:9]3[N:8]=[C:7]([S:16][CH3:17])[N:6]=2)[CH2:3][CH2:2]1.C1(P(C2C=CC=CC=2)(C2C=CC=CC=2)=[C:25]2[CH2:29][C:28](=[O:30])[NH:27][C:26]2=[O:31])C=CC=CC=1. Product: [CH:1]1([NH:4][C:5]2[N:10]3[N:11]=[CH:12][C:13](/[CH:14]=[C:25]4/[C:26](=[O:31])[NH:27][C:28](=[O:30])[CH2:29]/4)=[C:9]3[N:8]=[C:7]([S:16][CH3:17])[N:6]=2)[CH2:3][CH2:2]1. The catalyst class is: 5. (3) Reactant: [Cl:1][C:2]1[S:6][C:5]([C:7]([OH:9])=O)=[CH:4][CH:3]=1.C(Cl)(=O)C([Cl:13])=O. Product: [Cl:1][C:2]1[S:6][C:5]([C:7]([Cl:13])=[O:9])=[CH:4][CH:3]=1. The catalyst class is: 4. (4) Reactant: [NH2:1][C:2]1[CH:31]=[CH:30][C:29]([F:32])=[CH:28][C:3]=1[C:4]([N:6]1[CH2:11][CH2:10][CH:9]([CH2:12][O:13][C:14]2[C:23]([CH:24]3[CH2:26][CH2:25]3)=[CH:22][C:17]([C:18]([O:20][CH3:21])=[O:19])=[C:16]([F:27])[CH:15]=2)[CH2:8][CH2:7]1)=O.CO.Cl. Product: [NH2:1][C:2]1[CH:31]=[CH:30][C:29]([F:32])=[CH:28][C:3]=1[CH2:4][N:6]1[CH2:11][CH2:10][CH:9]([CH2:12][O:13][C:14]2[C:23]([CH:24]3[CH2:26][CH2:25]3)=[CH:22][C:17]([C:18]([O:20][CH3:21])=[O:19])=[C:16]([F:27])[CH:15]=2)[CH2:8][CH2:7]1. The catalyst class is: 7. (5) Reactant: [OH:1][CH:2]1[CH2:7][CH2:6][CH2:5][CH2:4][CH:3]1[CH2:8][NH:9][C:10]([C:12]1[N:13]([CH2:23][C:24]2[CH:29]=[CH:28][CH:27]=[C:26](Br)[CH:25]=2)[C:14]2[C:19]([CH:20]=1)=[CH:18][C:17]([C:21]#[N:22])=[CH:16][CH:15]=2)=[O:11].BrC1C=C(C=CC=1)CBr.NCC(C)(C)CO.P([O-])([O-])([O-])=O.[K+].[K+].[K+].[CH3:55][N:56]1[CH2:61][CH2:60][NH:59][CH2:58][CH2:57]1. Product: [OH:1][C@@H:2]1[CH2:7][CH2:6][CH2:5][CH2:4][C@H:3]1[CH2:8][NH:9][C:10]([C:12]1[N:13]([CH2:23][C:24]2[CH:29]=[CH:28][CH:27]=[C:26]([N:59]3[CH2:60][CH2:61][N:56]([CH3:55])[CH2:57][CH2:58]3)[CH:25]=2)[C:14]2[C:19]([CH:20]=1)=[CH:18][C:17]([C:21]#[N:22])=[CH:16][CH:15]=2)=[O:11]. The catalyst class is: 57. (6) Reactant: C([O:4][C:5]1[C:6]([I:30])=[C:7]([CH2:25][C:26]([O:28][CH3:29])=[O:27])[C:8]([C:15](=[O:24])[C:16]2[CH:21]=[CH:20][C:19]([O:22][CH3:23])=[CH:18][CH:17]=2)=[C:9]([O:11]CC=C)[CH:10]=1)C=C.[Se](=O)=O.C(O)(=O)C.C(=O)([O-])O.[Na+]. Product: [OH:4][C:5]1[C:6]([I:30])=[C:7]([CH2:25][C:26]([O:28][CH3:29])=[O:27])[C:8]([C:15](=[O:24])[C:16]2[CH:17]=[CH:18][C:19]([O:22][CH3:23])=[CH:20][CH:21]=2)=[C:9]([OH:11])[CH:10]=1. The catalyst class is: 12.